Dataset: Full USPTO retrosynthesis dataset with 1.9M reactions from patents (1976-2016). Task: Predict the reactants needed to synthesize the given product. (1) Given the product [NH2:17][C:11]1[CH:10]=[N:9][N:8]([CH2:7][C:6]2[CH:5]=[CH:4][C:3]([O:2][CH3:1])=[CH:21][CH:20]=2)[C:12]=1[C:13]([O:15][CH3:16])=[O:14], predict the reactants needed to synthesize it. The reactants are: [CH3:1][O:2][C:3]1[CH:21]=[CH:20][C:6]([CH2:7][N:8]2[C:12]([C:13]([O:15][CH3:16])=[O:14])=[C:11]([N+:17]([O-])=O)[CH:10]=[N:9]2)=[CH:5][CH:4]=1.O. (2) Given the product [CH3:70][C:58]([NH:59][C:60](=[O:61])[O:62][CH2:63][C:64]1[CH:65]=[CH:66][CH:67]=[CH:68][CH:69]=1)([CH3:57])[C:71]([NH:34][C:35]1[C:43]2[N:42]=[C:41]([CH2:44][N:45]([CH3:56])[CH:46]3[C:55]4[N:54]=[CH:53][CH:52]=[CH:51][C:50]=4[CH2:49][CH2:48][CH2:47]3)[NH:40][C:39]=2[CH:38]=[CH:37][CH:36]=1)=[O:72], predict the reactants needed to synthesize it. The reactants are: C(N(CC1NC2C=CC(C(NCCC3N=CNC=3)=O)=CC=2N=1)C1C2N=CC=CC=2CCC1)C.[NH2:34][C:35]1[C:43]2[N:42]=[C:41]([CH2:44][N:45]([CH3:56])[CH:46]3[C:55]4[N:54]=[CH:53][CH:52]=[CH:51][C:50]=4[CH2:49][CH2:48][CH2:47]3)[NH:40][C:39]=2[CH:38]=[CH:37][CH:36]=1.[CH3:57][C:58]([C:71](O)=[O:72])([CH3:70])[NH:59][C:60]([O:62][CH2:63][C:64]1[CH:69]=[CH:68][CH:67]=[CH:66][CH:65]=1)=[O:61].O=C1N(P(Cl)(N2CCOC2=O)=O)CCO1.C(N(CC)C(C)C)(C)C.